Predict the reactants needed to synthesize the given product. From a dataset of Full USPTO retrosynthesis dataset with 1.9M reactions from patents (1976-2016). Given the product [OH:10][C:9]1[CH:8]=[CH:7][C:4]([CH:5]=[O:6])=[CH:3][C:2]=1[O:1][CH2:14][CH2:15][CH3:16], predict the reactants needed to synthesize it. The reactants are: [OH:1][C:2]1[CH:3]=[C:4]([CH:7]=[CH:8][C:9]=1[OH:10])[CH:5]=[O:6].[H-].[Na+].I[CH2:14][CH2:15][CH3:16].